This data is from Full USPTO retrosynthesis dataset with 1.9M reactions from patents (1976-2016). The task is: Predict the reactants needed to synthesize the given product. (1) Given the product [NH2:1][C:2]1[C:11]2[N:12]=[C:13]([CH2:20][O:21][CH2:22][CH3:23])[N:14]([CH2:15][C:16]([CH3:19])([OH:18])[CH3:17])[C:10]=2[C:9]2[N:8]=[CH:7][C:6]([C:31]3[CH:30]=[CH:29][CH:28]=[C:27]([CH2:26][OH:25])[CH:32]=3)=[CH:5][C:4]=2[N:3]=1, predict the reactants needed to synthesize it. The reactants are: [NH2:1][C:2]1[C:11]2[N:12]=[C:13]([CH2:20][O:21][CH2:22][CH3:23])[N:14]([CH2:15][C:16]([CH3:19])([OH:18])[CH3:17])[C:10]=2[C:9]2[N:8]=[CH:7][C:6](Br)=[CH:5][C:4]=2[N:3]=1.[OH:25][CH2:26][C:27]1[CH:28]=[C:29](B(O)O)[CH:30]=[CH:31][CH:32]=1.C(=O)([O-])[O-].[K+].[K+].COCCOC. (2) Given the product [Br:16][C:13]1[CH:12]=[CH:11][C:10]([C@H:6]2[CH2:7][CH2:8][CH2:9][NH:4][CH2:5]2)=[CH:15][CH:14]=1, predict the reactants needed to synthesize it. The reactants are: C([N:4]1[CH2:9][CH2:8][CH2:7][C@H:6]([C:10]2[CH:15]=[CH:14][C:13]([Br:16])=[CH:12][CH:11]=2)[CH2:5]1)(=O)C.O1CCCC1.CO.O.[OH-].[Li+]. (3) Given the product [CH3:14][C:13]([CH3:15])([CH3:16])[CH:11]([N:7]1[CH2:6][CH2:5][C@:4]([C:17]2[CH:18]=[CH:19][C:20]([F:23])=[CH:21][CH:22]=2)([CH2:1][CH2:2][CH2:3][OH:28])[O:9][C:8]1=[O:10])[CH3:12], predict the reactants needed to synthesize it. The reactants are: [CH2:1]([C@@:4]1([C:17]2[CH:22]=[CH:21][C:20]([F:23])=[CH:19][CH:18]=2)[O:9][C:8](=[O:10])[N:7]([C@H:11]([C:13]([CH3:16])([CH3:15])[CH3:14])[CH3:12])[CH2:6][CH2:5]1)[CH:2]=[CH2:3].B.C1C[O:28]CC1.[OH-].[Na+].OO.Cl. (4) The reactants are: [Cl:1][C:2]1[CH:26]=[N:25][C:5]2[NH:6][C:7]3[C:12]([C:4]=2[CH:3]=1)=[C:11]([C:13]1[CH:18]=[CH:17][CH:16]=[C:15]([S:19]([CH2:22][CH3:23])(=[O:21])=[O:20])[CH:14]=1)[CH:10]=[CH:9][C:8]=3[OH:24].C(S(C1C=C(C2C=C[C:44]([O:47][CH2:48][CH2:49]CN(C)C)=[C:43]3C=2[C:40]2C=C(C)C=N[C:41]=2[NH:42]3)C=CC=1)(=O)=O)C. Given the product [Cl:1][C:2]1[CH:26]=[N:25][C:5]2[NH:6][C:7]3[C:12]([C:4]=2[CH:3]=1)=[C:11]([C:13]1[CH:18]=[CH:17][CH:16]=[C:15]([S:19]([CH2:22][CH3:23])(=[O:21])=[O:20])[CH:14]=1)[CH:10]=[CH:9][C:8]=3[O:24][CH2:40][CH2:41][N:42]1[CH2:43][CH2:44][O:47][CH2:48][CH2:49]1, predict the reactants needed to synthesize it. (5) Given the product [C:10]([O:9][C:8](=[O:14])[NH:7][CH:4]1[CH2:3][CH2:2][N:1]([C:23](=[O:24])[CH3:22])[CH2:6][CH2:5]1)([CH3:11])([CH3:13])[CH3:12], predict the reactants needed to synthesize it. The reactants are: [NH:1]1[CH2:6][CH2:5][CH:4]([NH:7][C:8](=[O:14])[O:9][C:10]([CH3:13])([CH3:12])[CH3:11])[CH2:3][CH2:2]1.CCN(CC)CC.[CH3:22][C:23](OC(C)=O)=[O:24]. (6) The reactants are: [C:1]([C:3]1[CH:4]=[N:5][CH:6]=[CH:7][CH:8]=1)#[CH:2].[N:9]1[CH:14]=[CH:13][CH:12]=[CH:11][C:10]=1[O:15][CH2:16][C:17]1[CH:22]=[CH:21][C:20]([CH2:23][C:24](Cl)=[N:25][OH:26])=[CH:19][CH:18]=1.C(N(CC)CC)C. Given the product [N:9]1[CH:14]=[CH:13][CH:12]=[CH:11][C:10]=1[O:15][CH2:16][C:17]1[CH:22]=[CH:21][C:20]([CH2:23][C:24]2[CH:2]=[C:1]([C:3]3[CH:4]=[N:5][CH:6]=[CH:7][CH:8]=3)[O:26][N:25]=2)=[CH:19][CH:18]=1, predict the reactants needed to synthesize it.